This data is from Full USPTO retrosynthesis dataset with 1.9M reactions from patents (1976-2016). The task is: Predict the reactants needed to synthesize the given product. (1) Given the product [CH:29]1([O:20][C:18]2[CH:19]=[C:14]([F:13])[CH:15]=[CH:16][C:17]=2[N+:21]([O-:23])=[O:22])[CH2:28][CH2:27][CH2:26][CH:25]=[CH:24]1, predict the reactants needed to synthesize it. The reactants are: CCOC(/N=N/C(OCC)=O)=O.[F:13][C:14]1[CH:15]=[CH:16][C:17]([N+:21]([O-:23])=[O:22])=[C:18]([OH:20])[CH:19]=1.[CH:24]1(O)[CH2:29][CH2:28][CH2:27][CH:26]=[CH:25]1.C1(P(C2C=CC=CC=2)C2C=CC=CC=2)C=CC=CC=1. (2) Given the product [CH:1]1[C:10]2[C:5](=[CH:6][CH:7]=[CH:8][CH:9]=2)[CH:4]=[CH:3][C:2]=1[O:11][C:12]1[CH:20]=[CH:19][C:15]([C:16]([NH:30][C:29]2[CH:31]=[CH:32][CH:33]=[CH:34][C:28]=2[C:27]([O:36][CH3:37])=[O:35])=[O:18])=[CH:14][CH:13]=1, predict the reactants needed to synthesize it. The reactants are: [CH:1]1[C:10]2[C:5](=[CH:6][CH:7]=[CH:8][CH:9]=2)[CH:4]=[CH:3][C:2]=1[O:11][C:12]1[CH:20]=[CH:19][C:15]([C:16]([OH:18])=O)=[CH:14][CH:13]=1.C(Cl)(=O)C(Cl)=O.[C:27]([O:36][CH3:37])(=[O:35])[C:28]1[C:29](=[CH:31][CH:32]=[CH:33][CH:34]=1)[NH2:30].C(N(CC)CC)C. (3) Given the product [N:1]1([C:10]2[CH:15]=[CH:14][N:13]=[C:12]([NH:16][CH:17]3[CH2:18][CH2:19][C:20]([CH3:24])([OH:23])[CH2:21][CH2:22]3)[N:11]=2)[C:5]2[CH:6]=[CH:7][CH:8]=[CH:9][C:4]=2[N:3]=[N:2]1, predict the reactants needed to synthesize it. The reactants are: [N:1]1([C:10]2[CH:15]=[CH:14][N:13]=[C:12]([NH:16][CH:17]3[CH2:22][CH2:21][C:20](=[O:23])[CH2:19][CH2:18]3)[N:11]=2)[C:5]2[CH:6]=[CH:7][CH:8]=[CH:9][C:4]=2[N:3]=[N:2]1.[CH3:24][Mg]Cl.[NH4+].[Cl-].